Dataset: Full USPTO retrosynthesis dataset with 1.9M reactions from patents (1976-2016). Task: Predict the reactants needed to synthesize the given product. (1) Given the product [Cl:39][C:23]1[C:24]([F:38])=[C:25]([C:28]([OH:37])([C:29]([F:30])([F:31])[F:32])[C:33]([F:34])([F:35])[F:36])[CH:26]=[CH:27][C:22]=1[C:10]1[S:9][C:8]([C:11]([NH:13][CH2:14][C:15]([OH:18])([CH3:16])[CH3:17])=[O:12])=[N:7][C:6]=1[C:4]([N:3]([CH2:1][CH3:2])[CH2:19][CH3:20])=[O:5], predict the reactants needed to synthesize it. The reactants are: [CH2:1]([N:3]([CH2:19][CH3:20])[C:4]([C:6]1[N:7]=[C:8]([C:11]([NH:13][CH2:14][C:15]([OH:18])([CH3:17])[CH3:16])=[O:12])[S:9][CH:10]=1)=[O:5])[CH3:2].Br[C:22]1[CH:27]=[CH:26][C:25]([C:28]([OH:37])([C:33]([F:36])([F:35])[F:34])[C:29]([F:32])([F:31])[F:30])=[C:24]([F:38])[C:23]=1[Cl:39]. (2) Given the product [C:1]([N:9]1[CH2:14][CH2:13][N:12]([C:15](=[O:30])[C@@H:16]([O:18][C:19]2[CH:28]=[CH:27][CH:26]=[C:25]3[C:20]=2[CH:21]=[CH:22][C:23]([NH:64][CH2:57][C:58]2[CH:63]=[CH:62][CH:61]=[CH:60][CH:59]=2)=[N:24]3)[CH3:17])[C@H:11]([CH3:31])[CH2:10]1)(=[O:8])[C:2]1[CH:7]=[CH:6][CH:5]=[CH:4][CH:3]=1, predict the reactants needed to synthesize it. The reactants are: [C:1]([N:9]1[CH2:14][CH2:13][N:12]([C:15](=[O:30])[C@@H:16]([O:18][C:19]2[CH:28]=[CH:27][CH:26]=[C:25]3[C:20]=2[CH:21]=[CH:22][C:23](Cl)=[N:24]3)[CH3:17])[C@H:11]([CH3:31])[CH2:10]1)(=[O:8])[C:2]1[CH:7]=[CH:6][CH:5]=[CH:4][CH:3]=1.[F-].C([N+](CCCC)(CCCC)CCCC)CCC.C(N(CC)CC)C.[CH2:57]([NH2:64])[C:58]1[CH:63]=[CH:62][CH:61]=[CH:60][CH:59]=1. (3) Given the product [NH2:26][C:6]1[CH:5]=[N:4][N:3]([CH:2]([F:1])[F:29])[C:7]=1[C:8]1[CH:9]=[C:10]([C@@H:14]([NH:18][C:19](=[O:25])[O:20][C:21]([CH3:24])([CH3:22])[CH3:23])[CH2:15][CH:16]=[CH2:17])[CH:11]=[CH:12][CH:13]=1, predict the reactants needed to synthesize it. The reactants are: [F:1][CH:2]([F:29])[N:3]1[C:7]([C:8]2[CH:9]=[C:10]([C@@H:14]([NH:18][C:19](=[O:25])[O:20][C:21]([CH3:24])([CH3:23])[CH3:22])[CH2:15][CH:16]=[CH2:17])[CH:11]=[CH:12][CH:13]=2)=[C:6]([N+:26]([O-])=O)[CH:5]=[N:4]1.[NH4+].[Cl-]. (4) Given the product [Cl:12][CH2:13][C:14]1[N:15]([CH2:27][C:28]2([OH:32])[CH2:29][CH2:30][CH2:31]2)[C:16]2[C:25]3[CH:24]=[CH:23][CH:22]=[CH:21][C:20]=3[N+:19]([O-:6])=[CH:18][C:17]=2[N:26]=1, predict the reactants needed to synthesize it. The reactants are: ClC1C=C(C=CC=1)C(OO)=[O:6].[Cl:12][CH2:13][C:14]1[N:15]([CH2:27][C:28]2([OH:32])[CH2:31][CH2:30][CH2:29]2)[C:16]2[C:25]3[CH:24]=[CH:23][CH:22]=[CH:21][C:20]=3[N:19]=[CH:18][C:17]=2[N:26]=1.